Dataset: Catalyst prediction with 721,799 reactions and 888 catalyst types from USPTO. Task: Predict which catalyst facilitates the given reaction. (1) Reactant: [C:1]([C:3]1[CH:4]=[C:5]2[C:9](=[CH:10][CH:11]=1)[NH:8][C:7](=[O:12])[C:6]2(O)[C:13]1[C:14]([O:19][CH2:20][CH3:21])=[N:15][CH:16]=[CH:17][CH:18]=1)#[N:2].N1C=CC=CC=1.S(Cl)([Cl:31])=O.ClCCl.CO. Product: [Cl:31][C:6]1([C:13]2[C:14]([O:19][CH2:20][CH3:21])=[N:15][CH:16]=[CH:17][CH:18]=2)[C:5]2[C:9](=[CH:10][CH:11]=[C:3]([C:1]#[N:2])[CH:4]=2)[NH:8][C:7]1=[O:12]. The catalyst class is: 4. (2) Reactant: CS(O[CH2:6][CH2:7][CH2:8][O:9][C:10]1[CH:15]=[CH:14][C:13]([CH:16]2[CH2:21][CH2:20][N:19]([C:22]([O-:24])=[O:23])[CH2:18][CH:17]2[O:25][CH2:26][C:27]2[CH:36]=[CH:35][C:34]3[C:29](=[CH:30][CH:31]=[CH:32][CH:33]=3)[CH:28]=2)=[CH:12][CH:11]=1)(=O)=O.[NH:37]1[CH2:42][CH2:41][O:40][CH2:39][CH2:38]1. Product: [N:37]1([CH2:6][CH2:7][CH2:8][O:9][C:10]2[CH:15]=[CH:14][C:13]([CH:16]3[CH2:21][CH2:20][N:19]([C:22]([O:24][C:13]([CH3:16])([CH3:14])[CH3:12])=[O:23])[CH2:18][CH:17]3[O:25][CH2:26][C:27]3[CH:36]=[CH:35][C:34]4[C:29](=[CH:30][CH:31]=[CH:32][CH:33]=4)[CH:28]=3)=[CH:12][CH:11]=2)[CH2:42][CH2:41][O:40][CH2:39][CH2:38]1. The catalyst class is: 13. (3) Reactant: NC1N=CN=C2N(CCC[N:27]3[C:31](=[O:32])[CH2:30][S:29][C:28]3=[O:33])N=C(C3C=CC(OC4C=CC=CC=4)=CC=3)C=12.[CH:34]1([CH:37]=O)[CH2:36][CH2:35]1.N1CCCCC1. Product: [CH:34]1([CH:37]=[C:30]2[S:29][C:28](=[O:33])[NH:27][C:31]2=[O:32])[CH2:36][CH2:35]1. The catalyst class is: 8. (4) Reactant: C([Li])CCC.Br[C:7]1[CH:18]=[CH:17][C:10]([CH2:11][N:12]2[CH2:16][CH2:15][CH2:14][CH2:13]2)=[C:9]([F:19])[CH:8]=1.[O:20]=[C:21]1[CH2:24][CH:23]([C:25]([OH:27])=[O:26])[CH2:22]1. Product: [F:19][C:9]1[CH:8]=[C:7]([C:21]2([OH:20])[CH2:24][CH:23]([C:25]([OH:27])=[O:26])[CH2:22]2)[CH:18]=[CH:17][C:10]=1[CH2:11][N:12]1[CH2:16][CH2:15][CH2:14][CH2:13]1. The catalyst class is: 1. (5) Product: [Cl:29][C:27]1[CH:28]=[C:23]([NH:1][C:2]2[N:7]=[CH:6][C:5]([N:8]3[CH2:13][CH2:12][N:11]([C:14]([O:16][C:17]([CH3:20])([CH3:19])[CH3:18])=[O:15])[CH2:10][C@@H:9]3[CH3:21])=[CH:4][CH:3]=2)[C:24](=[O:38])[N:25]([CH2:30][O:31][CH2:32][CH2:33][Si:34]([CH3:36])([CH3:35])[CH3:37])[N:26]=1. The catalyst class is: 102. Reactant: [NH2:1][C:2]1[N:7]=[CH:6][C:5]([N:8]2[CH2:13][CH2:12][N:11]([C:14]([O:16][C:17]([CH3:20])([CH3:19])[CH3:18])=[O:15])[CH2:10][C@@H:9]2[CH3:21])=[CH:4][CH:3]=1.Br[C:23]1[C:24](=[O:38])[N:25]([CH2:30][O:31][CH2:32][CH2:33][Si:34]([CH3:37])([CH3:36])[CH3:35])[N:26]=[C:27]([Cl:29])[CH:28]=1.CC1(C)C2C(=C(P(C3C=CC=CC=3)C3C=CC=CC=3)C=CC=2)OC2C(P(C3C=CC=CC=3)C3C=CC=CC=3)=CC=CC1=2.C([O-])([O-])=O.[Cs+].[Cs+]. (6) Reactant: [OH:1][C@@H:2]1[CH2:11][C:6]2([CH2:10][CH2:9][CH2:8][CH2:7]2)[C@@H:5]([C:12]([O:14]CC)=[O:13])[C:4]([CH3:17])=[CH:3]1.[OH-].[K+].[OH-].[Na+]. Product: [OH:1][C@@H:2]1[CH2:11][C:6]2([CH2:7][CH2:8][CH2:9][CH2:10]2)[C@@H:5]([C:12]([OH:14])=[O:13])[C:4]([CH3:17])=[CH:3]1. The catalyst class is: 8. (7) Reactant: [NH2:1][C:2]([C:7]1[CH:12]=[CH:11][CH:10]=[C:9]([Br:13])[CH:8]=1)([CH2:5][OH:6])[CH2:3][OH:4].C1COCC1.C([O-])([O-])=O.[Na+].[Na+].[Cl:25][CH2:26][C:27](Cl)=[O:28]. Product: [Br:13][C:9]1[CH:8]=[C:7]([C:2]([NH:1][C:27](=[O:28])[CH2:26][Cl:25])([CH2:5][OH:6])[CH2:3][OH:4])[CH:12]=[CH:11][CH:10]=1. The catalyst class is: 6. (8) Reactant: [C:1]([O:5][C:6]([N:8]1[CH2:12][C@@H:11]([N:13]([CH2:16][C:17]2[CH:22]=[C:21]([C:23]([F:26])([F:25])[F:24])[CH:20]=[C:19]([C:27]([F:30])([F:29])[F:28])[CH:18]=2)[C:14]#[N:15])[CH2:10][C@H:9]1[CH2:31][CH3:32])=[O:7])([CH3:4])([CH3:3])[CH3:2].[N-:33]=[N+:34]=[N-:35].[Na+]. Product: [C:1]([O:5][C:6]([N:8]1[CH2:12][C@@H:11]([N:13]([CH2:16][C:17]2[CH:22]=[C:21]([C:23]([F:25])([F:24])[F:26])[CH:20]=[C:19]([C:27]([F:30])([F:28])[F:29])[CH:18]=2)[C:14]2[N:33]=[N:34][NH:35][N:15]=2)[CH2:10][C@H:9]1[CH2:31][CH3:32])=[O:7])([CH3:4])([CH3:3])[CH3:2]. The catalyst class is: 18. (9) Reactant: C([O:4][C@H:5]1[C@H:20]([O:21]C(=O)C)[C@@H:19]([CH2:25][O:26]C(=O)C)[O:18][C@@H:7]([O:8][CH2:9][CH2:10][CH2:11][CH2:12][CH2:13][C:14]([O:16][CH3:17])=[O:15])[C@@H:6]1[N:30]1[C:34](=[O:35])[C:33]2=[CH:36][CH:37]=[CH:38][CH:39]=[C:32]2[C:31]1=[O:40])(=O)C.C[O-].[Na+].CO. Product: [C:31]1(=[O:40])[N:30]([C@@H:6]2[C@@H:5]([OH:4])[C@H:20]([OH:21])[C@@H:19]([CH2:25][OH:26])[O:18][C@H:7]2[O:8][CH2:9][CH2:10][CH2:11][CH2:12][CH2:13][C:14]([O:16][CH3:17])=[O:15])[C:34](=[O:35])[C:33]2=[CH:36][CH:37]=[CH:38][CH:39]=[C:32]12. The catalyst class is: 5. (10) Reactant: FC(F)(F)C(O)=O.[Cl:8][C:9]1[C:10]([F:39])=[C:11]([CH:15]2[C:19]([C:22]3[CH:27]=[CH:26][C:25]([Cl:28])=[CH:24][C:23]=3[F:29])([C:20]#[N:21])[CH:18]([CH2:30][C:31]([CH3:35])([CH3:34])[CH:32]=[CH2:33])[NH:17][CH:16]2[C:36](O)=[O:37])[CH:12]=[CH:13][CH:14]=1.[CH3:40][C:41]1([CH3:49])[O:45][C@@H:44]([CH2:46][CH2:47][NH2:48])[CH2:43][O:42]1.CN(C(ON1N=NC2C=CC=NC1=2)=[N+](C)C)C.F[P-](F)(F)(F)(F)F.CCN(C(C)C)C(C)C. Product: [CH3:40][C:41]1([CH3:49])[O:45][C@@H:44]([CH2:46][CH2:47][NH:48][C:36]([CH:16]2[CH:15]([C:11]3[CH:12]=[CH:13][CH:14]=[C:9]([Cl:8])[C:10]=3[F:39])[C:19]([C:22]3[CH:27]=[CH:26][C:25]([Cl:28])=[CH:24][C:23]=3[F:29])([C:20]#[N:21])[CH:18]([CH2:30][C:31]([CH3:35])([CH3:34])[CH:32]=[CH2:33])[NH:17]2)=[O:37])[CH2:43][O:42]1. The catalyst class is: 2.